Dataset: NCI-60 drug combinations with 297,098 pairs across 59 cell lines. Task: Regression. Given two drug SMILES strings and cell line genomic features, predict the synergy score measuring deviation from expected non-interaction effect. Drug 1: C1=CN(C(=O)N=C1N)C2C(C(C(O2)CO)O)O.Cl. Drug 2: C1CN(CCN1C(=O)CCBr)C(=O)CCBr. Cell line: HCT116. Synergy scores: CSS=53.0, Synergy_ZIP=-1.51, Synergy_Bliss=-3.02, Synergy_Loewe=-8.68, Synergy_HSA=-0.276.